This data is from Forward reaction prediction with 1.9M reactions from USPTO patents (1976-2016). The task is: Predict the product of the given reaction. (1) Given the reactants [CH3:1][C:2]1[N:7]=[C:6]([NH:8][S:9]([C:12]2[CH:17]=[CH:16][C:15]([C:18]3[CH:23]=[CH:22][C:21]([C:24]#[N:25])=[CH:20][CH:19]=3)=[CH:14][CH:13]=2)(=[O:11])=[O:10])[CH:5]=[CH:4][CH:3]=1.[OH-:26].[Na+], predict the reaction product. The product is: [CH3:1][C:2]1[N:7]=[C:6]([NH:8][S:9]([C:12]2[CH:17]=[CH:16][C:15]([C:18]3[CH:19]=[CH:20][C:21]([C:24]([NH2:25])=[O:26])=[CH:22][CH:23]=3)=[CH:14][CH:13]=2)(=[O:11])=[O:10])[CH:5]=[CH:4][CH:3]=1. (2) Given the reactants C[O:2][C:3](=[O:13])[C:4]1[CH:9]=[CH:8][C:7]([C:10]#[N:11])=[CH:6][C:5]=1[CH3:12].O.[OH-].[Li+], predict the reaction product. The product is: [C:10]([C:7]1[CH:8]=[CH:9][C:4]([C:3]([OH:13])=[O:2])=[C:5]([CH3:12])[CH:6]=1)#[N:11]. (3) Given the reactants [F:1][C:2]1[CH:9]=[C:8](F)[CH:7]=[C:6]([F:11])[C:3]=1[C:4]#[N:5].[OH:12][CH:13]1[CH2:18][CH2:17][NH:16][CH2:15][CH2:14]1, predict the reaction product. The product is: [F:1][C:2]1[CH:9]=[C:8]([N:16]2[CH2:17][CH2:18][CH:13]([OH:12])[CH2:14][CH2:15]2)[CH:7]=[C:6]([F:11])[C:3]=1[C:4]#[N:5]. (4) Given the reactants [CH3:1][O:2][CH:3]1[CH2:5][CH:4]1[C:6]([OH:8])=O.Cl.[NH2:10][C:11]1[N:12]=[C:13]2[CH:18]=[CH:17][C:16]([O:19][C:20]3[CH:21]=[CH:22][C:23]([CH3:36])=[C:24]([NH:26][C:27]([C:29]4[N:33]([CH3:34])[N:32]=[C:31]([CH3:35])[CH:30]=4)=[O:28])[CH:25]=3)=[N:15][N:14]2[CH:37]=1.F[P-](F)(F)(F)(F)F.N1(OC(N(C)C)=[N+](C)C)C2N=CC=CC=2N=N1.C(N(CC)C(C)C)(C)C, predict the reaction product. The product is: [CH3:1][O:2][CH:3]1[CH2:5][CH:4]1[C:6]([NH:10][C:11]1[N:12]=[C:13]2[CH:18]=[CH:17][C:16]([O:19][C:20]3[CH:21]=[CH:22][C:23]([CH3:36])=[C:24]([NH:26][C:27]([C:29]4[N:33]([CH3:34])[N:32]=[C:31]([CH3:35])[CH:30]=4)=[O:28])[CH:25]=3)=[N:15][N:14]2[CH:37]=1)=[O:8].